From a dataset of Reaction yield outcomes from USPTO patents with 853,638 reactions. Predict the reaction yield, written as a fraction of the theoretical maximum amount of product (1.0 means a 100% yield; for example, 0.34 means a 34% yield). (1) The yield is 0.270. The catalyst is C(OCC)(=O)C. The reactants are [Cl-].O[NH3+:3].[C:4](=[O:7])([O-])[OH:5].[Na+].CS(C)=O.[CH2:13]([C:17]1[N:18]=[C:19]([CH3:47])[N:20]([CH2:39][C:40]2[S:44][C:43]([CH3:45])=[N:42][C:41]=2[CH3:46])[C:21](=[O:38])[C:22]=1[CH2:23][C:24]1[CH:29]=[CH:28][C:27]([C:30]2[C:31]([C:36]#[N:37])=[CH:32][CH:33]=[CH:34][CH:35]=2)=[CH:26][CH:25]=1)[CH2:14][CH2:15][CH3:16]. The product is [CH2:13]([C:17]1[N:18]=[C:19]([CH3:47])[N:20]([CH2:39][C:40]2[S:44][C:43]([CH3:45])=[N:42][C:41]=2[CH3:46])[C:21](=[O:38])[C:22]=1[CH2:23][C:24]1[CH:25]=[CH:26][C:27]([C:30]2[CH:35]=[CH:34][CH:33]=[CH:32][C:31]=2[C:36]2[NH:3][C:4](=[O:7])[O:5][N:37]=2)=[CH:28][CH:29]=1)[CH2:14][CH2:15][CH3:16]. (2) The reactants are [F:1][C:2]1[CH:7]=[CH:6][CH:5]=[CH:4][C:3]=1[C:8]1[CH:13]=[CH:12][C:11]([C:14](O)=[O:15])=[CH:10][C:9]=1[C:17]([O:19][CH3:20])=[O:18]. The catalyst is C1COCC1. The product is [F:1][C:2]1[CH:7]=[CH:6][CH:5]=[CH:4][C:3]=1[C:8]1[C:9]([C:17]([O:19][CH3:20])=[O:18])=[CH:10][C:11]([CH2:14][OH:15])=[CH:12][CH:13]=1. The yield is 1.00. (3) The reactants are Cl.[CH:2]([C@H:5]1[NH:10][CH2:9][CH2:8][NH:7][C:6]1=[O:11])([CH3:4])[CH3:3].CCN(C(C)C)C(C)C.Cl[C:22]1[N:27]=[C:26]([C:28]([F:31])([F:30])[F:29])[CH:25]=[CH:24][N:23]=1.[NH4+].[Cl-]. The catalyst is CN(C=O)C.CCOC(C)=O. The product is [CH:2]([C@H:5]1[N:10]([C:22]2[N:27]=[C:26]([C:28]([F:31])([F:30])[F:29])[CH:25]=[CH:24][N:23]=2)[CH2:9][CH2:8][NH:7][C:6]1=[O:11])([CH3:4])[CH3:3]. The yield is 0.960. (4) The reactants are [NH2:1][C:2]1[C:3]([F:16])=[CH:4][C:5]([OH:15])=[C:6]([N:8]2[C:12](=[O:13])[N:11]([CH3:14])[N:10]=[N:9]2)[CH:7]=1.Br[C:18]([CH3:25])([CH3:24])[C:19]([O:21][CH2:22][CH3:23])=[O:20].C([O-])([O-])=O.[K+].[K+]. The catalyst is [Br-].C([N+](CCCC)(CCCC)CCCC)CCC.CC(C)=O. The product is [NH2:1][C:2]1[C:3]([F:16])=[CH:4][C:5]([O:15][C:18]([CH3:25])([CH3:24])[C:19]([O:21][CH2:22][CH3:23])=[O:20])=[C:6]([N:8]2[C:12](=[O:13])[N:11]([CH3:14])[N:10]=[N:9]2)[CH:7]=1. The yield is 0.740. (5) The reactants are C[O:2][C:3]1[CH:4]=[N:5][C:6]([NH:9][C:10](=[O:16])[CH2:11][CH2:12][CH2:13][CH2:14][CH3:15])=[N:7][CH:8]=1.B(Br)(Br)Br.CO. The catalyst is ClCCCl. The product is [OH:2][C:3]1[CH:4]=[N:5][C:6]([NH:9][C:10](=[O:16])[CH2:11][CH2:12][CH2:13][CH2:14][CH3:15])=[N:7][CH:8]=1. The yield is 0.590. (6) The reactants are [OH:1][CH:2]([CH:14]=[CH2:15])[CH2:3][CH2:4][CH2:5][CH2:6][CH2:7][CH2:8][CH2:9][C:10]([O:12][CH3:13])=[O:11].C(OC=C)(=O)C. The catalyst is CCCCC. The product is [OH:1][C@@H:2]([CH:14]=[CH2:15])[CH2:3][CH2:4][CH2:5][CH2:6][CH2:7][CH2:8][CH2:9][C:10]([O:12][CH3:13])=[O:11]. The yield is 0.367.